Task: Predict the reactants needed to synthesize the given product.. Dataset: Full USPTO retrosynthesis dataset with 1.9M reactions from patents (1976-2016) (1) Given the product [CH3:1][O:2][C:3]1[C:4]2[C:8]([CH:9]=[C:10]([C:12]([O:14][CH3:15])=[O:13])[CH:11]=1)=[N:7][N:6]([CH3:21])[CH:5]=2, predict the reactants needed to synthesize it. The reactants are: [CH3:1][O:2][C:3]1[CH:11]=[C:10]([C:12]([O:14][CH3:15])=[O:13])[CH:9]=[C:8]2[C:4]=1[CH:5]=[N:6][NH:7]2.F[B-](F)(F)F.[CH3:21][O+](C)C. (2) The reactants are: C(OC([NH:8][C@@H:9]([CH2:13][CH2:14][CH2:15][CH2:16][CH2:17][CH:18]=[CH2:19])[C:10]([OH:12])=[O:11])=O)(C)(C)C.[ClH:20].[CH3:21][CH2:22]O. Given the product [ClH:20].[NH2:8][C@@H:9]([CH2:13][CH2:14][CH2:15][CH2:16][CH2:17][CH:18]=[CH2:19])[C:10]([O:12][CH2:21][CH3:22])=[O:11], predict the reactants needed to synthesize it.